Dataset: Full USPTO retrosynthesis dataset with 1.9M reactions from patents (1976-2016). Task: Predict the reactants needed to synthesize the given product. (1) Given the product [C:20](=[O:21])([O:1][CH2:2][CH2:3][C:4]1[CH:9]=[CH:8][N:7]=[CH:6][CH:5]=1)[O:19][C:16]1[CH:15]=[CH:14][C:13]([N+:10]([O-:12])=[O:11])=[CH:18][CH:17]=1, predict the reactants needed to synthesize it. The reactants are: [OH:1][CH2:2][CH2:3][C:4]1[CH:9]=[CH:8][N:7]=[CH:6][CH:5]=1.[N+:10]([C:13]1[CH:18]=[CH:17][C:16]([O:19][C:20](=O)[O:21]C2C=CC([N+]([O-])=O)=CC=2)=[CH:15][CH:14]=1)([O-:12])=[O:11].CN1CCOCC1. (2) Given the product [CH3:21][O:22][C:19]1[CH:20]=[C:15]([C:2](=[O:1])[C@@H:3]([NH:7][C:8](=[O:14])[O:9][C:10]([CH3:12])([CH3:13])[CH3:11])[CH2:4][CH2:5][CH3:6])[CH:16]=[CH:17][CH:18]=1, predict the reactants needed to synthesize it. The reactants are: [O:1]=[C:2]([C:15]1[CH:20]=[CH:19][CH:18]=[CH:17][CH:16]=1)[C@@H:3]([NH:7][C:8](=[O:14])[O:9][C:10]([CH3:13])([CH3:12])[CH3:11])[CH2:4][CH2:5][CH3:6].[CH3:21][O:22]N(C)C(=O)[C@@H](NC(=O)OC(C)(C)C)CCC. (3) Given the product [F:1][C:2]1[CH:9]=[CH:8][C:5]([CH:6]=[O:7])=[C:23]([S:24]([CH3:26])(=[O:20])=[O:25])[CH:3]=1.[F:1][C:2]1[CH:9]=[CH:8][C:5]([CH:6]=[O:7])=[C:4]([S:10]([CH3:11])=[O:28])[CH:3]=1, predict the reactants needed to synthesize it. The reactants are: [F:1][C:2]1[CH:9]=[CH:8][C:5]([CH:6]=[O:7])=[C:4]([S:10][CH3:11])[CH:3]=1.ClC1C=CC=C(C(OO)=[O:20])C=1.[CH3:23][S:24]([CH3:26])=[O:25].C([O-])(O)=[O:28].[Na+]. (4) Given the product [Cl:1][C:2]1[CH:10]=[C:9]2[C:5]([C:6](/[CH:23]=[CH:22]/[S:24]([CH2:27][CH3:28])(=[O:26])=[O:25])=[C:7]([CH2:20][OH:21])[N:8]2[S:11]([C:14]2[CH:19]=[CH:18][CH:17]=[CH:16][CH:15]=2)(=[O:13])=[O:12])=[CH:4][CH:3]=1, predict the reactants needed to synthesize it. The reactants are: [Cl:1][C:2]1[CH:10]=[C:9]2[C:5]([CH:6]=[C:7]([CH2:20][OH:21])[N:8]2[S:11]([C:14]2[CH:19]=[CH:18][CH:17]=[CH:16][CH:15]=2)(=[O:13])=[O:12])=[CH:4][CH:3]=1.[CH2:22]([S:24]([CH:27]=[CH2:28])(=[O:26])=[O:25])[CH3:23].C1(P(C2CCCCC2)C2C=CC=CC=2C2C(OC)=CC=CC=2OC)CCCCC1.C([O-])(=O)C.[Na+]. (5) Given the product [Cl:7][C:8]1[CH:13]=[C:12]([CH2:14][OH:15])[CH:11]=[C:10]([CH3:19])[N:9]=1, predict the reactants needed to synthesize it. The reactants are: [H-].[Al+3].[Li+].[H-].[H-].[H-].[Cl:7][C:8]1[CH:13]=[C:12]([C:14](OCC)=[O:15])[CH:11]=[C:10]([CH3:19])[N:9]=1.C(O)(=O)C. (6) Given the product [NH2:34][C:30]1[N:31]=[CH:32][N:33]=[C:28]([N:61]2[CH2:60][CH2:59][CH:58]([C:44]3[N:43]([CH2:42][CH2:41][N:37]4[CH2:38][CH2:39][CH2:40]4)[CH:47]=[C:46]([C:48]4[CH:49]=[CH:50][C:51]([F:57])=[C:52]([CH:56]=4)[C:53]([NH2:55])=[O:54])[N:45]=3)[CH2:63][CH2:62]2)[C:29]=1[CH2:35][CH3:36], predict the reactants needed to synthesize it. The reactants are: N1(CCN2C=C(C3C=NC=C(C(F)(F)F)C=3)N=C2C2CCN([C:28]3[N:33]=[CH:32][N:31]=[C:30]([NH2:34])[C:29]=3[CH2:35][CH3:36])CC2)CCC1.[N:37]1([CH2:41][CH2:42][N:43]2[CH:47]=[C:46]([C:48]3[CH:49]=[CH:50][C:51]([F:57])=[C:52]([CH:56]=3)[C:53]([NH2:55])=[O:54])[N:45]=[C:44]2[CH:58]2[CH2:63][CH2:62][NH:61][CH2:60][CH2:59]2)[CH2:40][CH2:39][CH2:38]1.